From a dataset of Reaction yield outcomes from USPTO patents with 853,638 reactions. Predict the reaction yield, written as a fraction of the theoretical maximum amount of product (1.0 means a 100% yield; for example, 0.34 means a 34% yield). The reactants are [C:1]([O:5][C:6]([N:8]1[C:16]2[C:11](=[CH:12][CH:13]=[C:14]([N+:17]([O-])=O)[CH:15]=2)[C:10]([N:20]([C:28]([O:30][C:31]([CH3:34])([CH3:33])[CH3:32])=[O:29])[CH2:21][C:22]2[N:23]=[CH:24][S:25][C:26]=2[CH3:27])=[N:9]1)=[O:7])([CH3:4])([CH3:3])[CH3:2].[H][H]. The catalyst is CO.[Pd]. The product is [C:1]([O:5][C:6]([N:8]1[C:16]2[C:11](=[CH:12][CH:13]=[C:14]([NH2:17])[CH:15]=2)[C:10]([N:20]([C:28]([O:30][C:31]([CH3:34])([CH3:33])[CH3:32])=[O:29])[CH2:21][C:22]2[N:23]=[CH:24][S:25][C:26]=2[CH3:27])=[N:9]1)=[O:7])([CH3:4])([CH3:3])[CH3:2]. The yield is 0.920.